Dataset: Forward reaction prediction with 1.9M reactions from USPTO patents (1976-2016). Task: Predict the product of the given reaction. (1) Given the reactants Cl[Si:2]([CH:9]([CH3:11])[CH3:10])([CH:6]([CH3:8])[CH3:7])[CH:3]([CH3:5])[CH3:4].[CH2:12]([O:19][C:20]1[CH:21]=[CH:22][C:23]([CH2:27][OH:28])=[N:24][C:25]=1[Cl:26])[C:13]1[CH:18]=[CH:17][CH:16]=[CH:15][CH:14]=1.N1C=CN=C1.CN(C=O)C, predict the reaction product. The product is: [CH2:12]([O:19][C:20]1[C:25]([Cl:26])=[N:24][C:23]([CH2:27][O:28][Si:2]([CH:9]([CH3:11])[CH3:10])([CH:6]([CH3:8])[CH3:7])[CH:3]([CH3:5])[CH3:4])=[CH:22][CH:21]=1)[C:13]1[CH:14]=[CH:15][CH:16]=[CH:17][CH:18]=1. (2) Given the reactants [C:1]([N:8]1[CH2:13][CH2:12][NH:11][CH2:10][CH2:9]1)([O:3][C:4]([CH3:7])([CH3:6])[CH3:5])=[O:2].CC([O-])(C)C.[Na+].C1(P(C2CCCCC2)C2C=CC=CC=2C2C=CC=CC=2)CCCCC1.Br[C:46]1[C:55]2[C:50](=[CH:51][CH:52]=[CH:53][C:54]=2[Cl:56])[CH:49]=[CH:48][CH:47]=1, predict the reaction product. The product is: [C:4]([O:3][C:1]([N:8]1[CH2:9][CH2:10][N:11]([C:46]2[C:55]3[C:50](=[CH:51][CH:52]=[CH:53][C:54]=3[Cl:56])[CH:49]=[CH:48][CH:47]=2)[CH2:12][CH2:13]1)=[O:2])([CH3:7])([CH3:6])[CH3:5]. (3) Given the reactants [CH3:1][CH:2]([CH3:14])[C@@H:3]([NH:7][C:8]1[CH:9]=[N:10][CH:11]=[CH:12][CH:13]=1)[C:4]([OH:6])=O.[Cl:15][C:16]1[CH:21]=[CH:20][C:19]([C@@:22]2([OH:30])[CH2:27][CH2:26][NH:25][CH2:24][C:23]2([CH3:29])[CH3:28])=[CH:18][CH:17]=1.C(Cl)CCl.C1C=CC2N(O)N=NC=2C=1.CCN(C(C)C)C(C)C, predict the reaction product. The product is: [Cl:15][C:16]1[CH:21]=[CH:20][C:19]([C@@:22]2([OH:30])[CH2:27][CH2:26][N:25]([C:4](=[O:6])[C@H:3]([NH:7][C:8]3[CH:9]=[N:10][CH:11]=[CH:12][CH:13]=3)[CH:2]([CH3:1])[CH3:14])[CH2:24][C:23]2([CH3:28])[CH3:29])=[CH:18][CH:17]=1. (4) Given the reactants [CH2:1]([O:3][C:4]([C:6]1[C:7](Cl)=[N:8][C:9]([S:12][CH3:13])=[N:10][CH:11]=1)=[O:5])[CH3:2].CN.[CH2:17]([N:19](CC)CC)C, predict the reaction product. The product is: [CH2:1]([O:3][C:4]([C:6]1[C:7]([NH:19][CH3:17])=[N:8][C:9]([S:12][CH3:13])=[N:10][CH:11]=1)=[O:5])[CH3:2]. (5) Given the reactants [CH:1]1([CH2:4][O:5][C:6]2[N:11]=[C:10]([C:12]([OH:14])=O)[CH:9]=[CH:8][C:7]=2[N:15]2[CH2:18][C:17]([F:20])([F:19])[CH2:16]2)[CH2:3][CH2:2]1.Cl.[NH2:22][C@@H:23]([CH2:29][CH:30]([CH3:32])[CH3:31])[C:24]([O:26][CH2:27][CH3:28])=[O:25], predict the reaction product. The product is: [CH:1]1([CH2:4][O:5][C:6]2[N:11]=[C:10]([C:12]([NH:22][C@@H:23]([CH2:29][CH:30]([CH3:31])[CH3:32])[C:24]([O:26][CH2:27][CH3:28])=[O:25])=[O:14])[CH:9]=[CH:8][C:7]=2[N:15]2[CH2:18][C:17]([F:20])([F:19])[CH2:16]2)[CH2:2][CH2:3]1. (6) Given the reactants [Cl:1][C:2]1[CH:7]=[CH:6][C:5]([C:8]2[N:9]=[C:10]3[CH:15]=[CH:14][CH:13]=[CH:12][N:11]3[C:16]=2[CH2:17][C:18]2[NH:22][C:21]([C:23]3C=CC=CN=3)=[N:20][N:19]=2)=[CH:4][CH:3]=1.ClC1C=CC(C2N=C3C=CC=CN3C=2CC(NN)=O)=CC=1.Cl.C(=N)(N)C, predict the reaction product. The product is: [Cl:1][C:2]1[CH:3]=[CH:4][C:5]([C:8]2[N:9]=[C:10]3[CH:15]=[CH:14][CH:13]=[CH:12][N:11]3[C:16]=2[CH2:17][C:18]2[NH:22][C:21]([CH3:23])=[N:20][N:19]=2)=[CH:6][CH:7]=1. (7) Given the reactants [CH3:1][C:2]([C:7]1[CH:12]=[CH:11][CH:10]=[CH:9][CH:8]=1)([CH3:6])[C:3]([OH:5])=[O:4].[N+](=[CH2:15])=[N-], predict the reaction product. The product is: [CH3:15][O:4][C:3](=[O:5])[C:2]([CH3:1])([C:7]1[CH:12]=[CH:11][CH:10]=[CH:9][CH:8]=1)[CH3:6]. (8) Given the reactants I[CH2:2][CH3:3].[OH:4][C:5]1[CH:14]=[C:13]([I:15])[CH:12]=[CH:11][C:6]=1[C:7]([O:9][CH3:10])=[O:8].C(=O)([O-])[O-].[K+].[K+].CN(C=O)C, predict the reaction product. The product is: [CH2:2]([O:4][C:5]1[CH:14]=[C:13]([I:15])[CH:12]=[CH:11][C:6]=1[C:7]([O:9][CH3:10])=[O:8])[CH3:3]. (9) Given the reactants P([O-])([O-])([O-])=O.[K+].[K+].[K+].Cl[C:10]1[CH:11]=[CH:12][C:13]2[N:19]3[CH2:20][C@H:16]([CH2:17][CH2:18]3)[N:15]([C:21]([NH:23][C:24]3[CH:29]=[N:28][CH:27]=[CH:26][N:25]=3)=[O:22])[C:14]=2[N:30]=1.[F:31][CH:32]([F:47])[N:33]1[CH:37]=[C:36](B2OC(C)(C)C(C)(C)O2)[CH:35]=[N:34]1.CC(C1C=C(C(C)C)C(C2C=CC=CC=2P(C2CCCCC2)C2CCCCC2)=C(C(C)C)C=1)C, predict the reaction product. The product is: [F:31][CH:32]([F:47])[N:33]1[CH:37]=[C:36]([C:10]2[CH:11]=[CH:12][C:13]3[N:19]4[CH2:20][C@H:16]([CH2:17][CH2:18]4)[N:15]([C:21]([NH:23][C:24]4[CH:29]=[N:28][CH:27]=[CH:26][N:25]=4)=[O:22])[C:14]=3[N:30]=2)[CH:35]=[N:34]1. (10) The product is: [Cl:33][C:30]1[CH:31]=[CH:32][C:27]([CH:24]2[C:23]3[N:18]=[C:16]([NH:15][C:5]4[CH:6]=[CH:7][C:8]([N:9]5[CH:13]=[C:12]([CH3:14])[N:11]=[CH:10]5)=[C:3]([O:2][CH3:1])[CH:4]=4)[S:17][C:22]=3[CH2:21][CH2:20][CH2:25]2)=[CH:28][C:29]=1[C:34]([F:35])([F:36])[F:37]. Given the reactants [CH3:1][O:2][C:3]1[CH:4]=[C:5]([NH:15][C:16]([NH2:18])=[S:17])[CH:6]=[CH:7][C:8]=1[N:9]1[CH:13]=[C:12]([CH3:14])[N:11]=[CH:10]1.Br[CH:20]1[C:25](=O)[CH:24]([C:27]2[CH:32]=[CH:31][C:30]([Cl:33])=[C:29]([C:34]([F:37])([F:36])[F:35])[CH:28]=2)[CH2:23][CH2:22][CH2:21]1, predict the reaction product.